This data is from Full USPTO retrosynthesis dataset with 1.9M reactions from patents (1976-2016). The task is: Predict the reactants needed to synthesize the given product. (1) Given the product [C:1]([O:5][C:6]([NH:8][CH2:9][CH2:10][C:11]1[CH:19]=[CH:18][C:14]([C:15]([O:17][CH2:27][CH3:28])=[O:16])=[CH:13][CH:12]=1)=[O:7])([CH3:4])([CH3:2])[CH3:3], predict the reactants needed to synthesize it. The reactants are: [C:1]([O:5][C:6]([NH:8][CH2:9][CH2:10][C:11]1[CH:19]=[CH:18][C:14]([C:15]([OH:17])=[O:16])=[CH:13][CH:12]=1)=[O:7])([CH3:4])([CH3:3])[CH3:2].C(=O)([O-])[O-].[K+].[K+].I[CH2:27][CH3:28]. (2) Given the product [C:36]([C:23]1[CH:24]=[N:25][C:26]2[C:31]([C:22]=1[O:1][C:2]1[CH:3]=[C:4]3[C:9](=[CH:10][CH:11]=1)[C:8]([C:12]([OH:14])=[O:13])=[CH:7][CH:6]=[CH:5]3)=[CH:30][C:29]([O:32][CH3:33])=[C:28]([O:34][CH3:35])[CH:27]=2)(=[O:37])[NH2:38], predict the reactants needed to synthesize it. The reactants are: [OH:1][C:2]1[CH:3]=[C:4]2[C:9](=[CH:10][CH:11]=1)[C:8]([C:12]([OH:14])=[O:13])=[CH:7][CH:6]=[CH:5]2.C(=O)([O-])[O-].[Cs+].[Cs+].Cl[C:22]1[C:31]2[C:26](=[CH:27][C:28]([O:34][CH3:35])=[C:29]([O:32][CH3:33])[CH:30]=2)[N:25]=[CH:24][C:23]=1[C:36]([NH2:38])=[O:37]. (3) Given the product [F:10][C:11]1[CH:12]=[CH:13][C:14]([CH:17]([O:40][C:6]2[CH:7]=[CH:8][C:3]([O:2][CH3:1])=[CH:4][CH:5]=2)[CH2:18][CH2:19][CH2:20][CH2:21][N:22]2[CH2:27][CH2:26][CH:25]([C:28]3[CH:29]=[C:30]([NH:34][C:35](=[O:39])[CH:36]([CH3:37])[CH3:38])[CH:31]=[CH:32][CH:33]=3)[CH2:24][CH2:23]2)=[CH:15][CH:16]=1, predict the reactants needed to synthesize it. The reactants are: [CH3:1][O:2][C:3]1[CH:8]=[CH:7][C:6](O)=[CH:5][CH:4]=1.[F:10][C:11]1[CH:16]=[CH:15][C:14]([CH:17]([OH:40])[CH2:18][CH2:19][CH2:20][CH2:21][N:22]2[CH2:27][CH2:26][CH:25]([C:28]3[CH:29]=[C:30]([NH:34][C:35](=[O:39])[CH:36]([CH3:38])[CH3:37])[CH:31]=[CH:32][CH:33]=3)[CH2:24][CH2:23]2)=[CH:13][CH:12]=1. (4) Given the product [CH2:1]([O:3][C:4]1([CH2:15][O:16][CH2:20][CH2:21][CH2:22][CH2:23][CH2:24][CH2:25][CH3:26])[CH2:9][O:8][C:7]([O:12][CH2:13][CH3:14])([CH2:10][O:11][CH2:20][CH2:21][CH2:22][CH2:23][CH2:24][CH2:25][CH3:26])[CH2:6][O:5]1)[CH3:2], predict the reactants needed to synthesize it. The reactants are: [CH2:1]([O:3][C:4]1([CH2:15][OH:16])[CH2:9][O:8][C:7]([O:12][CH2:13][CH3:14])([CH2:10][OH:11])[CH2:6][O:5]1)[CH3:2].[OH-].[K+].Br[CH2:20][CH2:21][CH2:22][CH2:23][CH2:24][CH2:25][CH3:26].O. (5) Given the product [C:9]([C:8]1[CH:11]=[CH:12][C:5]([N:4]([CH2:3][C:2]([F:17])([F:18])[F:1])[CH2:20][C:21]([O:23][CH3:24])=[O:22])=[CH:6][C:7]=1[C:13]([F:16])([F:14])[F:15])#[N:10], predict the reactants needed to synthesize it. The reactants are: [F:1][C:2]([F:18])([F:17])[CH2:3][NH:4][C:5]1[CH:12]=[CH:11][C:8]([C:9]#[N:10])=[C:7]([C:13]([F:16])([F:15])[F:14])[CH:6]=1.Br[CH2:20][C:21]([O:23][CH3:24])=[O:22]. (6) Given the product [Br:21][C:22]1[CH:23]=[CH:24][C:25]([CH:28]2[CH2:32][CH2:31][N:30]([CH3:3])[CH2:29]2)=[CH:26][CH:27]=1, predict the reactants needed to synthesize it. The reactants are: C=O.[C:3](O)(=O)C.[H-].C(O[BH-](OC(=O)C)OC(=O)C)(=O)C.[Br:21][C:22]1[CH:27]=[CH:26][C:25]([CH:28]2[CH2:32][CH2:31][NH:30][CH2:29]2)=[CH:24][CH:23]=1. (7) Given the product [CH3:16][C:13]([O:1][C:2]1[CH:3]=[C:4]([CH:9]=[CH:10][CH:11]=1)[C:5]([O:7][CH3:8])=[O:6])([CH3:17])[C:14]#[CH:15], predict the reactants needed to synthesize it. The reactants are: [OH:1][C:2]1[CH:3]=[C:4]([CH:9]=[CH:10][CH:11]=1)[C:5]([O:7][CH3:8])=[O:6].Cl[C:13]([CH3:17])([CH3:16])[C:14]#[CH:15].N12CCCN=C1CCCCC2.O. (8) Given the product [CH:8]1([C:7]2[C:6]([F:11])=[CH:5][N:4]=[CH:3][C:2]=2[C:21]2[CH:22]=[C:23]3[C:28](=[C:19]([F:18])[CH:20]=2)[N:27]2[C:29]([CH3:32])=[N:30][N:31]=[C:26]2[CH2:25][CH2:24]3)[CH2:10][CH2:9]1, predict the reactants needed to synthesize it. The reactants are: Br[C:2]1[CH:3]=[N:4][CH:5]=[C:6]([F:11])[C:7]=1[CH:8]1[CH2:10][CH2:9]1.C(=O)([O-])[O-].[Na+].[Na+].[F:18][C:19]1[CH:20]=[C:21](B(O)O)[CH:22]=[C:23]2[C:28]=1[N:27]1[C:29]([CH3:32])=[N:30][N:31]=[C:26]1[CH2:25][CH2:24]2.